Dataset: Peptide-MHC class I binding affinity with 185,985 pairs from IEDB/IMGT. Task: Regression. Given a peptide amino acid sequence and an MHC pseudo amino acid sequence, predict their binding affinity value. This is MHC class I binding data. (1) The peptide sequence is YILGFAIPI. The MHC is HLA-A25:01 with pseudo-sequence HLA-A25:01. The binding affinity (normalized) is 0.0847. (2) The MHC is HLA-A03:01 with pseudo-sequence HLA-A03:01. The peptide sequence is LEYFQFVKKLL. The binding affinity (normalized) is 0.0847.